From a dataset of Full USPTO retrosynthesis dataset with 1.9M reactions from patents (1976-2016). Predict the reactants needed to synthesize the given product. (1) Given the product [Br:1][C:2]1[CH:7]=[CH:6][C:5]([O:8][CH:17]([CH3:19])[CH3:18])=[C:4]([Cl:9])[CH:3]=1, predict the reactants needed to synthesize it. The reactants are: [Br:1][C:2]1[CH:7]=[CH:6][C:5]([OH:8])=[C:4]([Cl:9])[CH:3]=1.C([O-])([O-])=O.[K+].[K+].Br[CH:17]([CH3:19])[CH3:18]. (2) Given the product [Br:15][C:16]1[CH:17]=[CH:18][C:19]([NH:22][C:23](=[O:30])[CH2:24][CH2:25][C:26]([O:8][CH2:7][CH2:6][C:2]2([CH3:9])[O:3][CH2:4][CH2:5][O:1]2)=[O:27])=[N:20][CH:21]=1, predict the reactants needed to synthesize it. The reactants are: [O:1]1[CH2:5][CH2:4][O:3][CH:2]1[CH2:6][CH2:7][OH:8].[C:9](=O)([O-])[O-].[Na+].[Na+].[Br:15][C:16]1[CH:17]=[CH:18][C:19]([NH:22][C:23](=[O:30])[CH2:24][CH2:25][C:26](OC)=[O:27])=[N:20][CH:21]=1. (3) Given the product [CH3:17][N:16]([CH3:18])[CH2:15][CH2:14][CH:13]([C:11]1[N:12]=[C:8]([C:5]2[CH:4]=[CH:3][C:2]([F:1])=[CH:7][CH:6]=2)[O:9][CH:10]=1)[CH2:19][NH:20][C:31](=[O:32])[CH2:30][CH2:29][CH2:28][C:25]1[N:24]=[C:23]([C:22]([F:34])([F:35])[F:21])[O:27][N:26]=1, predict the reactants needed to synthesize it. The reactants are: [F:1][C:2]1[CH:7]=[CH:6][C:5]([C:8]2[O:9][CH:10]=[C:11]([CH:13]([CH2:19][NH2:20])[CH2:14][CH2:15][N:16]([CH3:18])[CH3:17])[N:12]=2)=[CH:4][CH:3]=1.[F:21][C:22]([F:35])([F:34])[C:23]1[O:27][N:26]=[C:25]([CH2:28][CH2:29][CH2:30][C:31](O)=[O:32])[N:24]=1. (4) Given the product [F:1][C:2]1[CH:28]=[CH:27][CH:26]=[C:25]([F:29])[C:3]=1[C:4]([NH:6][C:7]1[CH:8]=[CH:9][C:10]2[C:16]([C:17]3[CH:22]=[CH:21][C:20]([NH:23][C:30](=[O:32])[CH3:31])=[CH:19][CH:18]=3)=[CH:15][CH2:14][CH2:13][CH2:12][C:11]=2[CH:24]=1)=[O:5], predict the reactants needed to synthesize it. The reactants are: [F:1][C:2]1[CH:28]=[CH:27][CH:26]=[C:25]([F:29])[C:3]=1[C:4]([NH:6][C:7]1[CH:8]=[CH:9][C:10]2[C:16]([C:17]3[CH:22]=[CH:21][C:20]([NH2:23])=[CH:19][CH:18]=3)=[CH:15][CH2:14][CH2:13][CH2:12][C:11]=2[CH:24]=1)=[O:5].[C:30](OC(=O)C)(=[O:32])[CH3:31].N1C=CC=CC=1.C(Cl)(=O)C. (5) Given the product [CH:27]1([NH:26][C:22]2[CH:21]=[C:20]([C:18]3[CH:17]=[CH:16][C:15]([C:33]([NH2:34])=[O:35])=[C:14]([N:11]4[CH2:12][CH2:13][NH:8][CH2:9][CH2:10]4)[N:19]=3)[CH:25]=[CH:24][N:23]=2)[CH2:32][CH2:31][CH2:30][CH2:29][CH2:28]1, predict the reactants needed to synthesize it. The reactants are: C(OC([N:8]1[CH2:13][CH2:12][N:11]([C:14]2[N:19]=[C:18]([C:20]3[CH:25]=[CH:24][N:23]=[C:22]([NH:26][CH:27]4[CH2:32][CH2:31][CH2:30][CH2:29][CH2:28]4)[CH:21]=3)[CH:17]=[CH:16][C:15]=2[C:33](=[O:35])[NH2:34])[CH2:10][CH2:9]1)=O)(C)(C)C.FC(F)(F)C(O)=O.